From a dataset of Reaction yield outcomes from USPTO patents with 853,638 reactions. Predict the reaction yield, written as a fraction of the theoretical maximum amount of product (1.0 means a 100% yield; for example, 0.34 means a 34% yield). The reactants are [O:1]1[CH:5]=[CH:4][C:3]([C:6]2[N:11]3[N:12]=[C:13]([NH2:15])[N:14]=[C:10]3[CH:9]=[CH:8][CH:7]=2)=[CH:2]1.[C:16]1([CH2:22][C:23](Cl)=[O:24])[CH:21]=[CH:20][CH:19]=[CH:18][CH:17]=1. No catalyst specified. The product is [O:1]1[CH:5]=[CH:4][C:3]([C:6]2[N:11]3[N:12]=[C:13]([NH:15][C:23](=[O:24])[CH2:22][C:16]4[CH:21]=[CH:20][CH:19]=[CH:18][CH:17]=4)[N:14]=[C:10]3[CH:9]=[CH:8][CH:7]=2)=[CH:2]1. The yield is 0.290.